Dataset: Reaction yield outcomes from USPTO patents with 853,638 reactions. Task: Predict the reaction yield, written as a fraction of the theoretical maximum amount of product (1.0 means a 100% yield; for example, 0.34 means a 34% yield). (1) The product is [CH:22]([C:8]1[C:9]2[C:14](=[CH:13][C:12]([C:15]#[N:16])=[CH:11][CH:10]=2)[NH:6][CH:7]=1)=[O:23]. The yield is 0.630. No catalyst specified. The reactants are O=P(Cl)(Cl)Cl.[NH:6]1[C:14]2[C:9](=[CH:10][CH:11]=[C:12]([C:15]#[N:16])[CH:13]=2)[CH:8]=[CH:7]1.[OH-].[Na+].CN([CH:22]=[O:23])C. (2) The reactants are [CH2:1]([O:3][C:4]1[CH:5]=[C:6]([CH:9]=[C:10]([O:13][CH2:14][CH3:15])[C:11]=1I)[CH:7]=[O:8])[CH3:2].[F:16][C:17]1[CH:22]=[CH:21][C:20](B(O)O)=[CH:19][CH:18]=1.[O-]P([O-])([O-])=O.[K+].[K+].[K+].C1(P(C2CCCCC2)C2CCCCC2)CCCCC1.O=O. The catalyst is C1(C)C=CC=CC=1.C([O-])(=O)C.[Pd+2].C([O-])(=O)C.O. The product is [CH2:1]([O:3][C:4]1[CH:5]=[C:6]([CH:7]=[O:8])[CH:9]=[C:10]([O:13][CH2:14][CH3:15])[C:11]=1[C:20]1[CH:21]=[CH:22][C:17]([F:16])=[CH:18][CH:19]=1)[CH3:2]. The yield is 0.830. (3) The reactants are [CH3:1][O:2][C:3]1[N:4]=[C:5]2[C:10](=[CH:11][CH:12]=1)[N:9]=[CH:8][CH:7]=[C:6]2[OH:13].[Cl:14]N1C(=O)CCC1=O. The catalyst is C(O)(=O)C. The product is [Cl:14][C:7]1[CH:8]=[N:9][C:10]2[C:5]([C:6]=1[OH:13])=[N:4][C:3]([O:2][CH3:1])=[CH:12][CH:11]=2. The yield is 0.800. (4) The reactants are C[O:2][C:3](=[O:17])[C:4]1[CH:9]=[C:8]([N+:10]([O-:12])=[O:11])[CH:7]=[C:6]([O:13][CH:14]([F:16])[F:15])[CH:5]=1.O[Li].O. The catalyst is C1COCC1.O. The product is [F:15][CH:14]([F:16])[O:13][C:6]1[CH:5]=[C:4]([CH:9]=[C:8]([N+:10]([O-:12])=[O:11])[CH:7]=1)[C:3]([OH:17])=[O:2]. The yield is 1.00. (5) The yield is 0.940. The reactants are [NH2:1][C:2]1[C:3]([C:9]([O:11]C)=O)=[N:4][C:5]([Br:8])=[CH:6][N:7]=1.O.[NH2:14][NH2:15]. The catalyst is CCO. The product is [NH2:1][C:2]1[C:3]([C:9]([NH:14][NH2:15])=[O:11])=[N:4][C:5]([Br:8])=[CH:6][N:7]=1.